From a dataset of Full USPTO retrosynthesis dataset with 1.9M reactions from patents (1976-2016). Predict the reactants needed to synthesize the given product. (1) Given the product [CH3:19][O:18][C:16](=[O:17])[CH2:15][C@H:12]1[CH2:11][CH2:10][C@H:9]([C:6]2[N:7]=[CH:8][C:3]([NH:2][C:28](=[O:33])[C:29]([O:31][CH3:32])=[O:30])=[CH:4][CH:5]=2)[CH2:14][CH2:13]1, predict the reactants needed to synthesize it. The reactants are: Cl.[NH2:2][C:3]1[CH:4]=[CH:5][C:6]([C@H:9]2[CH2:14][CH2:13][C@H:12]([CH2:15][C:16]([O:18][CH3:19])=[O:17])[CH2:11][CH2:10]2)=[N:7][CH:8]=1.C(N(CC)CC)C.Cl[C:28](=[O:33])[C:29]([O:31][CH3:32])=[O:30]. (2) Given the product [Cl:51][C:52]1[CH:60]=[CH:59][C:55]([C:56]([NH:1][CH:2]2[C:8](=[O:9])[NH:7][C:6]3[CH:10]=[CH:11][CH:12]=[CH:13][C:5]=3[C:4]([C:14]3[CH:15]=[CH:16][CH:17]=[CH:18][CH:19]=3)=[N:3]2)=[O:57])=[CH:54][N:53]=1, predict the reactants needed to synthesize it. The reactants are: [NH2:1][CH:2]1[C:8](=[O:9])[NH:7][C:6]2[CH:10]=[CH:11][CH:12]=[CH:13][C:5]=2[C:4]([C:14]2[CH:19]=[CH:18][CH:17]=[CH:16][CH:15]=2)=[N:3]1.F[P-](F)(F)(F)(F)F.N1(OC(N(C)C)=[N+](C)C)C2C=CC=CC=2N=N1.C(N(CC)CC)C.[Cl:51][C:52]1[CH:60]=[CH:59][C:55]([C:56](O)=[O:57])=[CH:54][N:53]=1. (3) Given the product [OH:8][C@H:7]([C:2]1[S:1][CH:5]=[CH:4][CH:3]=1)[C@@H:9]1[N:13]([CH3:14])[C:12](=[O:15])[CH2:11][C@@H:10]1[C:16]1[CH:21]=[CH:20][CH:19]=[CH:18][CH:17]=1, predict the reactants needed to synthesize it. The reactants are: [S:1]1[CH:5]=[CH:4][CH:3]=[CH:2]1.[Li].[CH:7]([C@@H:9]1[N:13]([CH3:14])[C:12](=[O:15])[CH2:11][C@@H:10]1[C:16]1[CH:21]=[CH:20][CH:19]=[CH:18][CH:17]=1)=[O:8].[NH4+].[Cl-]. (4) Given the product [BrH:8].[S:1]1[C:5]([C:6]2[N:16]3[CH2:17][CH2:18][N:14]=[C:15]3[S:19][CH:7]=2)=[CH:4][C:3]2[CH:10]=[CH:11][CH:12]=[CH:13][C:2]1=2, predict the reactants needed to synthesize it. The reactants are: [S:1]1[C:5]([C:6](=O)[CH2:7][Br:8])=[CH:4][C:3]2[CH:10]=[CH:11][CH:12]=[CH:13][C:2]1=2.[NH:14]1[CH2:18][CH2:17][NH:16][C:15]1=[S:19].C(O)C. (5) Given the product [F:1][C:2]1[CH:7]=[CH:6][CH:5]=[CH:4][C:3]=1[C:8]1[N:12]2[N:13]=[C:14]([S:17][CH:18]([CH2:24][CH3:25])[C:19]([OH:21])=[O:20])[CH:15]=[CH:16][C:11]2=[N:10][N:9]=1, predict the reactants needed to synthesize it. The reactants are: [F:1][C:2]1[CH:7]=[CH:6][CH:5]=[CH:4][C:3]=1[C:8]1[N:12]2[N:13]=[C:14]([S:17][CH:18]([CH2:24][CH3:25])[C:19]([O:21]CC)=[O:20])[CH:15]=[CH:16][C:11]2=[N:10][N:9]=1.[OH-].[Na+]. (6) Given the product [CH2:2]([C:17]1[C:9]([O:8][CH3:7])=[C:10]([CH:14]=[CH:15][C:16]=1[N+:18]([O-:20])=[O:19])[C:11]([NH2:22])=[O:13])[CH3:3], predict the reactants needed to synthesize it. The reactants are: Cl.[CH2:2](N)[CH3:3].[OH-].[Na+].[CH3:7][O:8][C:9]1[CH:17]=[C:16]([N+:18]([O-:20])=[O:19])[CH:15]=[CH:14][C:10]=1[C:11]([OH:13])=O.C[N:22](C(ON1N=NC2C=CC=CC1=2)=[N+](C)C)C.[B-](F)(F)(F)F.CCN(C(C)C)C(C)C.